Task: Regression. Given two drug SMILES strings and cell line genomic features, predict the synergy score measuring deviation from expected non-interaction effect.. Dataset: NCI-60 drug combinations with 297,098 pairs across 59 cell lines (1) Drug 1: CC12CCC3C(C1CCC2=O)CC(=C)C4=CC(=O)C=CC34C. Drug 2: CC1CCC2CC(C(=CC=CC=CC(CC(C(=O)C(C(C(=CC(C(=O)CC(OC(=O)C3CCCCN3C(=O)C(=O)C1(O2)O)C(C)CC4CCC(C(C4)OC)O)C)C)O)OC)C)C)C)OC. Cell line: K-562. Synergy scores: CSS=62.3, Synergy_ZIP=-3.34, Synergy_Bliss=-1.08, Synergy_Loewe=-1.77, Synergy_HSA=-0.795. (2) Drug 1: C(=O)(N)NO. Drug 2: CC1=C(C=C(C=C1)C(=O)NC2=CC(=CC(=C2)C(F)(F)F)N3C=C(N=C3)C)NC4=NC=CC(=N4)C5=CN=CC=C5. Cell line: K-562. Synergy scores: CSS=39.7, Synergy_ZIP=-0.488, Synergy_Bliss=-2.61, Synergy_Loewe=-53.8, Synergy_HSA=-2.91. (3) Drug 1: C1CCC(C1)C(CC#N)N2C=C(C=N2)C3=C4C=CNC4=NC=N3. Drug 2: C1C(C(OC1N2C=NC3=C(N=C(N=C32)Cl)N)CO)O. Cell line: NCI-H460. Synergy scores: CSS=0.419, Synergy_ZIP=0.733, Synergy_Bliss=1.29, Synergy_Loewe=-1.65, Synergy_HSA=-1.36. (4) Drug 1: CC12CCC3C(C1CCC2=O)CC(=C)C4=CC(=O)C=CC34C. Drug 2: CCCCCOC(=O)NC1=NC(=O)N(C=C1F)C2C(C(C(O2)C)O)O. Cell line: PC-3. Synergy scores: CSS=38.7, Synergy_ZIP=1.73, Synergy_Bliss=1.38, Synergy_Loewe=-17.7, Synergy_HSA=1.69. (5) Drug 1: CC(C1=C(C=CC(=C1Cl)F)Cl)OC2=C(N=CC(=C2)C3=CN(N=C3)C4CCNCC4)N. Drug 2: CC1=C2C(C(=O)C3(C(CC4C(C3C(C(C2(C)C)(CC1OC(=O)C(C(C5=CC=CC=C5)NC(=O)OC(C)(C)C)O)O)OC(=O)C6=CC=CC=C6)(CO4)OC(=O)C)O)C)O. Cell line: SF-295. Synergy scores: CSS=52.4, Synergy_ZIP=-2.78, Synergy_Bliss=5.08, Synergy_Loewe=-2.65, Synergy_HSA=8.04. (6) Drug 1: CCN(CC)CCNC(=O)C1=C(NC(=C1C)C=C2C3=C(C=CC(=C3)F)NC2=O)C. Drug 2: CC1CCCC2(C(O2)CC(NC(=O)CC(C(C(=O)C(C1O)C)(C)C)O)C(=CC3=CSC(=N3)C)C)C. Cell line: CAKI-1. Synergy scores: CSS=32.2, Synergy_ZIP=-4.01, Synergy_Bliss=-4.20, Synergy_Loewe=-13.2, Synergy_HSA=-2.81.